This data is from Peptide-MHC class I binding affinity with 185,985 pairs from IEDB/IMGT. The task is: Regression. Given a peptide amino acid sequence and an MHC pseudo amino acid sequence, predict their binding affinity value. This is MHC class I binding data. (1) The peptide sequence is FQVNRFTGY. The MHC is HLA-A11:01 with pseudo-sequence HLA-A11:01. The binding affinity (normalized) is 0.0847. (2) The peptide sequence is IPTAAGKNL. The MHC is HLA-B51:01 with pseudo-sequence HLA-B51:01. The binding affinity (normalized) is 0.0847. (3) The peptide sequence is FLQQRKPPL. The MHC is HLA-A02:12 with pseudo-sequence HLA-A02:12. The binding affinity (normalized) is 0.370. (4) The peptide sequence is EMDKDDESLI. The MHC is HLA-A02:01 with pseudo-sequence HLA-A02:01. The binding affinity (normalized) is 0.0614. (5) The peptide sequence is PLFHGGEPIK. The MHC is HLA-A31:01 with pseudo-sequence HLA-A31:01. The binding affinity (normalized) is 0.